The task is: Regression. Given a peptide amino acid sequence and an MHC pseudo amino acid sequence, predict their binding affinity value. This is MHC class II binding data.. This data is from Peptide-MHC class II binding affinity with 134,281 pairs from IEDB. (1) The peptide sequence is SSCEVALSYYPTPLA. The MHC is HLA-DQA10104-DQB10503 with pseudo-sequence HLA-DQA10104-DQB10503. The binding affinity (normalized) is 0.569. (2) The peptide sequence is LTAAINKGILVTVNPHHHHHH. The MHC is DRB1_0801 with pseudo-sequence DRB1_0801. The binding affinity (normalized) is 0.489. (3) The peptide sequence is MKNIFMLTLFILIIT. The binding affinity (normalized) is 0.759. The MHC is DRB1_1501 with pseudo-sequence DRB1_1501. (4) The peptide sequence is LLQGILQIDDTAADV. The MHC is DRB1_0802 with pseudo-sequence DRB1_0802. The binding affinity (normalized) is 0.272. (5) The peptide sequence is PESRSILLHGPSKGVELRND. The MHC is DRB1_0101 with pseudo-sequence DRB1_0101. The binding affinity (normalized) is 0.820. (6) The peptide sequence is IGITDRDFIEGVHGG. The MHC is DRB4_0103 with pseudo-sequence DRB4_0103. The binding affinity (normalized) is 0.272. (7) The peptide sequence is LIEKINAGFKAALAA. The MHC is DRB3_0202 with pseudo-sequence DRB3_0202. The binding affinity (normalized) is 0.473.